Dataset: Antibody paratope prediction from SAbDab with 1,023 antibody chains. Task: Token-level Classification. Given an antibody amino acid sequence, predict which amino acid positions are active in antigen binding. Output is a list of indices for active paratope positions. (1) Given the antibody sequence: SYVLTQPPSVSVSPGQTARITCSAEALSNQYAYWYRQRPGQAPLLIIYKDTKRPSGIPERFSGSTSGTTVTLTISGVQAEDEADYYCQSADSSGDYVFGGGTKVTVL, which amino acid positions are active in antigen binding (paratope)? The paratope positions are: [94]. (2) Given the antibody sequence: EVQLQQSGADLVRPGASVKLSCTASGFDIKDDYVHWVKQRPEQGLEWIGRIDPANGATKYAPKFQDKATLTADTSSNTAYLQLSSLTSEDTAVYYCGRSKYFDSWGQGTTLTVSS, which amino acid positions are active in antigen binding (paratope)? The paratope positions are: [52, 83, 84, 85]. (3) Given the antibody sequence: DVKLVESGGGLVKPGRSLKLSCAASGFTFSDYYMFWVRQTPEQRLEWVATISDGGAYTYYPDSVKGRFTISRDNAKNNLYLQMNSLKSEDTGMYYCARDPLEYYGMDYWGQGTSVAVSS, which amino acid positions are active in antigen binding (paratope)? The paratope positions are: [52, 83, 84, 85, 104, 105]. (4) Given the antibody sequence: QVQLQQSGPELVKPGTSVRISCEASGYTFTSYYIHWVKQRPGQGLEWIGCIYPGNVNTNYNEKFKDKATLIVDTSSNTAYMQLSRMTSEDSAVYFCTRSHYGLDWNFDVWGAGTTVTVSS, which amino acid positions are active in antigen binding (paratope)? The paratope positions are: [52, 83, 84, 85, 104, 105, 106]. (5) Given the antibody sequence: EVKLVESGGGLVKPGGSLKLSCAASGFAFSSYDMSWFCQTPEKRLEWVASISSGGSYTYYPDSVKGRFTISRDNARNTLYLQMNSLRSEDTALYYCARDYDYGVDYWGQGTSVTVSS, which amino acid positions are active in antigen binding (paratope)? The paratope positions are: [52, 83, 84, 85].